Predict the product of the given reaction. From a dataset of Forward reaction prediction with 1.9M reactions from USPTO patents (1976-2016). (1) Given the reactants [CH:1]#[C:2][CH2:3][OH:4].[H-].[Na+].Cl[C:8]1[N:9]=[C:10]2[CH:17]=[CH:16][N:15]=[C:14]([Cl:18])[C:11]2=[N:12][CH:13]=1, predict the reaction product. The product is: [Cl:18][C:14]1[C:11]2=[N:12][CH:13]=[C:8]([O:4][CH2:3][C:2]#[CH:1])[N:9]=[C:10]2[CH:17]=[CH:16][N:15]=1. (2) Given the reactants O[CH2:2][C:3]([C:5]1[CH:6]=[C:7]([OH:12])[C:8](=[CH:10][CH:11]=1)[OH:9])=O.[CH3:13][O:14]C(C)(C)C, predict the reaction product. The product is: [CH:11]1[C:5]([CH2:3][CH2:2][CH2:13][OH:14])=[CH:6][C:7]([OH:12])=[C:8]([OH:9])[CH:10]=1.